Dataset: NCI-60 drug combinations with 297,098 pairs across 59 cell lines. Task: Regression. Given two drug SMILES strings and cell line genomic features, predict the synergy score measuring deviation from expected non-interaction effect. (1) Drug 1: COC1=CC(=CC(=C1O)OC)C2C3C(COC3=O)C(C4=CC5=C(C=C24)OCO5)OC6C(C(C7C(O6)COC(O7)C8=CC=CS8)O)O. Drug 2: CCC1(C2=C(COC1=O)C(=O)N3CC4=CC5=C(C=CC(=C5CN(C)C)O)N=C4C3=C2)O.Cl. Cell line: NCI-H226. Synergy scores: CSS=39.1, Synergy_ZIP=-7.95, Synergy_Bliss=0.605, Synergy_Loewe=2.45, Synergy_HSA=4.82. (2) Drug 1: CN1C(=O)N2C=NC(=C2N=N1)C(=O)N. Drug 2: C1CC(=O)NC(=O)C1N2C(=O)C3=CC=CC=C3C2=O. Cell line: MOLT-4. Synergy scores: CSS=-0.441, Synergy_ZIP=-1.02, Synergy_Bliss=-3.37, Synergy_Loewe=-3.05, Synergy_HSA=-6.35. (3) Drug 2: C(CC(=O)O)C(=O)CN.Cl. Synergy scores: CSS=18.9, Synergy_ZIP=-9.39, Synergy_Bliss=-4.86, Synergy_Loewe=5.36, Synergy_HSA=-0.825. Cell line: RPMI-8226. Drug 1: CN1C(=O)N2C=NC(=C2N=N1)C(=O)N. (4) Drug 1: CC1=C(C(CCC1)(C)C)C=CC(=CC=CC(=CC(=O)O)C)C. Drug 2: CC(C)CN1C=NC2=C1C3=CC=CC=C3N=C2N. Cell line: A498. Synergy scores: CSS=7.06, Synergy_ZIP=-4.31, Synergy_Bliss=-2.59, Synergy_Loewe=-2.87, Synergy_HSA=-2.66.